This data is from Full USPTO retrosynthesis dataset with 1.9M reactions from patents (1976-2016). The task is: Predict the reactants needed to synthesize the given product. (1) Given the product [CH3:56][N:2]([CH3:1])[CH2:3][CH2:4][NH:5][C:6]([C@:8]12[CH2:43][CH2:42][C@@H:41]([C:44]([CH2:46][O:47][CH2:48][CH2:49][N:50]3[CH2:51][CH2:52][O:53][CH2:54][CH2:55]3)=[CH2:45])[C@@H:9]1[C@@H:10]1[C@@:23]([CH3:26])([CH2:24][CH2:25]2)[C@@:22]2([CH3:27])[C@@H:13]([C@:14]3([CH3:40])[C@@H:19]([CH2:20][CH2:21]2)[C:18]([CH3:29])([CH3:28])[C:17]([C:30]2[CH:39]=[CH:38][C:33]([C:34]([OH:36])=[O:35])=[CH:32][CH:31]=2)=[CH:16][CH2:15]3)[CH2:12][CH2:11]1)=[O:7], predict the reactants needed to synthesize it. The reactants are: [CH3:1][N:2]([CH3:56])[CH2:3][CH2:4][NH:5][C:6]([C@:8]12[CH2:43][CH2:42][C@@H:41]([C:44]([CH2:46][O:47][CH2:48][CH2:49][N:50]3[CH2:55][CH2:54][O:53][CH2:52][CH2:51]3)=[CH2:45])[C@@H:9]1[C@@H:10]1[C@@:23]([CH3:26])([CH2:24][CH2:25]2)[C@@:22]2([CH3:27])[C@@H:13]([C@:14]3([CH3:40])[C@@H:19]([CH2:20][CH2:21]2)[C:18]([CH3:29])([CH3:28])[C:17]([C:30]2[CH:39]=[CH:38][C:33]([C:34]([O:36]C)=[O:35])=[CH:32][CH:31]=2)=[CH:16][CH2:15]3)[CH2:12][CH2:11]1)=[O:7].[OH-].[Na+]. (2) Given the product [CH2:1]([C:5]1([CH2:19][CH2:20][CH2:21][CH3:22])[C:17]2[C:16]([N:23]([C:7]3[C:6]4[C:5]([CH2:19][CH2:20][CH2:51][CH3:52])([CH2:1][CH2:2][CH2:3][CH3:4])[C:17]5[C:12](=[CH:13][CH:14]=[CH:15][CH:16]=5)[C:11]=4[CH:10]=[CH:9][CH:8]=3)[C:24]3[CH:29]=[CH:28][CH:27]=[CH:26][CH:25]=3)=[CH:15][CH:14]=[CH:13][C:12]=2[C:11]2[C:6]1=[CH:7][CH:8]=[CH:9][CH:10]=2)[CH2:2][CH2:3][CH3:4], predict the reactants needed to synthesize it. The reactants are: [CH2:1]([C:5]1([CH2:19][CH2:20][CH2:21][CH3:22])[C:17]2[CH:16]=[C:15](I)[CH:14]=[CH:13][C:12]=2[C:11]2[C:6]1=[CH:7][CH:8]=[CH:9][CH:10]=2)[CH2:2][CH2:3][CH3:4].[NH2:23][C:24]1[CH:29]=[CH:28][CH:27]=[CH:26][CH:25]=1.C(=O)([O-])[O-].[K+].[K+].C1O[CH2:52][CH2:51]OCCOCCOCCOCCOC1. (3) The reactants are: [C:1]([NH:4][C:5]1[CH:10]=[C:9]([C:11]2[CH:16]=[CH:15][C:14]([Cl:17])=[C:13]([F:18])[C:12]=2[CH:19]=[O:20])[N:8]=[C:7]([C:21]([O:23][CH3:24])=[O:22])[C:6]=1[Cl:25])(=[O:3])[CH3:2].[O:26]1CCCC1.OO. Given the product [C:1]([NH:4][C:5]1[C:6]([Cl:25])=[C:7]([C:21]([O:23][CH3:24])=[O:22])[N:8]=[C:9]([C:11]2[C:12]([C:19]([OH:26])=[O:20])=[C:13]([F:18])[C:14]([Cl:17])=[CH:15][CH:16]=2)[CH:10]=1)(=[O:3])[CH3:2], predict the reactants needed to synthesize it. (4) Given the product [OH:2][C@:3]1([C@@H:22]2[CH2:26][S:25][C:24](=[O:27])[NH:23]2)[CH2:18][C@H:17]2[CH2:19][C@@H:5]([CH2:6][CH2:7][CH2:8][CH:9]=[CH:10][CH2:11][CH2:12][C:13]([CH3:21])=[CH:14][C:15](=[O:20])[O:16]2)[O:4]1, predict the reactants needed to synthesize it. The reactants are: C[O:2][C@:3]1([C@@H:22]2[CH2:26][S:25][C:24](=[O:27])[N:23]2CC2C=CC(OC)=CC=2)[CH2:18][C@H:17]2[CH2:19][C@@H:5]([CH2:6][CH2:7][CH2:8][CH:9]=[CH:10][CH2:11][CH2:12][C:13]([CH3:21])=[CH:14][C:15](=[O:20])[O:16]2)[O:4]1.CO[C@]1([C@@H]2CSC(=O)N2CC2C=CC(OC)=CC=2)C[C@H]2C[C@@H](CCCC=CCCC(C)=CC(=O)O2)O1.